From a dataset of Catalyst prediction with 721,799 reactions and 888 catalyst types from USPTO. Predict which catalyst facilitates the given reaction. (1) Reactant: [NH2:1][C:2]1[C:11]([N+:12]([O-])=O)=[CH:10][C:5]([C:6]([O:8][CH3:9])=[O:7])=[C:4]([OH:15])[CH:3]=1.Cl. Product: [NH2:1][C:2]1[C:11]([NH2:12])=[CH:10][C:5]([C:6]([O:8][CH3:9])=[O:7])=[C:4]([OH:15])[CH:3]=1. The catalyst class is: 415. (2) Reactant: [Cl:1][C:2]1[CH:7]=[CH:6][C:5]([C:8]2([C:12]#[N:13])[CH2:11][CH2:10][CH2:9]2)=[CH:4][CH:3]=1.[CH2:14]([Mg]Cl)[C:15](=[CH2:17])[CH3:16].[C:20](OC(=O)C)(=[O:22])[CH3:21]. Product: [Cl:1][C:2]1[CH:3]=[CH:4][C:5]([C:8]2(/[C:12](/[NH:13][C:20](=[O:22])[CH3:21])=[CH:14]/[C:15]([CH3:16])=[CH2:17])[CH2:11][CH2:10][CH2:9]2)=[CH:6][CH:7]=1. The catalyst class is: 1. (3) Reactant: [NH:1]1[C:9]2[C:4](=[CH:5][CH:6]=[CH:7][CH:8]=2)[C:3]([S:10][C:11]2[CH:16]=[CH:15][CH:14]=[CH:13][C:12]=2[CH2:17][C:18]([N:20]([CH3:22])[CH3:21])=O)=[CH:2]1.[H-].[H-].[H-].[H-].[Li+].[Al+3]. Product: [NH:1]1[C:9]2[C:4](=[CH:5][CH:6]=[CH:7][CH:8]=2)[C:3]([S:10][C:11]2[CH:16]=[CH:15][CH:14]=[CH:13][C:12]=2[CH2:17][CH2:18][N:20]([CH3:21])[CH3:22])=[CH:2]1. The catalyst class is: 1. (4) The catalyst class is: 90. Reactant: [CH:1]1([C:4]2[CH:5]=[CH:6][CH:7]=[C:8]3[C:12]=2[CH2:11][C:10]([CH2:13][CH3:14])=[CH:9]3)[CH2:3][CH2:2]1.[Li][CH2:16][CH2:17][CH2:18][CH3:19].C([Cu])#N.Cl[Si:24]1(Cl)[CH2:27][CH2:26][CH2:25]1.CCO[CH2:32][CH3:33]. Product: [CH:1]1([C:4]2[CH:5]=[CH:6][CH:7]=[C:8]3[C:12]=2[CH:11]=[C:10]([CH2:13][CH3:14])[CH:9]3[Si:24]2([CH:16]3[C:9]4[C:19](=[C:4]([CH:1]5[CH2:3][CH2:2]5)[CH:12]=[CH:11][CH:10]=4)[CH:18]=[C:17]3[CH2:32][CH3:33])[CH2:27][CH2:26][CH2:25]2)[CH2:3][CH2:2]1. (5) Reactant: Cl[C:2]1[C:7]2[N:8]=[C:9]([N:18]3[CH:22]=[CH:21][N:20]=[CH:19]3)[N:10]=[C:11]([N:12]3[CH2:17][CH2:16][O:15][CH2:14][CH2:13]3)[C:6]=2[N:5]=[C:4]([C:23]([O:25][CH3:26])=[O:24])[CH:3]=1.[NH:27]1[CH2:32][CH2:31][O:30][CH2:29][CH2:28]1. Product: [N:18]1([C:9]2[N:10]=[C:11]([N:12]3[CH2:17][CH2:16][O:15][CH2:14][CH2:13]3)[C:6]3[N:5]=[C:4]([C:23]([O:25][CH3:26])=[O:24])[CH:3]=[C:2]([N:27]4[CH2:32][CH2:31][O:30][CH2:29][CH2:28]4)[C:7]=3[N:8]=2)[CH:22]=[CH:21][N:20]=[CH:19]1. The catalyst class is: 52. (6) Reactant: [F:1][C:2]([F:43])([F:42])[C:3]1[CH:4]=[C:5]([CH:35]=[C:36]([C:38]([F:41])([F:40])[F:39])[CH:37]=1)[C:6]([N:8]1[CH2:13][CH2:12][N:11](C(OCC2C=CC=CC=2)=O)[CH2:10][CH:9]1[CH2:24][C:25]1[CH:30]=[CH:29][CH:28]=[C:27]([O:31][CH3:32])[C:26]=1[O:33][CH3:34])=[O:7]. Product: [F:43][C:2]([F:1])([F:42])[C:3]1[CH:4]=[C:5]([CH:35]=[C:36]([C:38]([F:39])([F:40])[F:41])[CH:37]=1)[C:6]([N:8]1[CH2:13][CH2:12][NH:11][CH2:10][CH:9]1[CH2:24][C:25]1[CH:30]=[CH:29][CH:28]=[C:27]([O:31][CH3:32])[C:26]=1[O:33][CH3:34])=[O:7]. The catalyst class is: 129.